This data is from Reaction yield outcomes from USPTO patents with 853,638 reactions. The task is: Predict the reaction yield, written as a fraction of the theoretical maximum amount of product (1.0 means a 100% yield; for example, 0.34 means a 34% yield). (1) The reactants are [Br:1][C:2]1[C:7]([O:8][CH3:9])=[CH:6][C:5]([C:10]2[O:11][CH:12]=[CH:13][CH:14]=2)=[CH:4][C:3]=1[O:15][CH3:16].[CH2:17]([C:19]1[O:23][C:22]([C:24]2[CH:29]=[CH:28][C:27]([CH:30]([O:37][CH3:38])[C:31](N(OC)C)=[O:32])=[CH:26][CH:25]=2)=[N:21][N:20]=1)[CH3:18]. No catalyst specified. The product is [Br:1][C:2]1[C:7]([O:8][CH3:9])=[CH:6][C:5]([C:10]2[O:11][C:12]([C:31](=[O:32])[CH:30]([C:27]3[CH:28]=[CH:29][C:24]([C:22]4[O:23][C:19]([CH2:17][CH3:18])=[N:20][N:21]=4)=[CH:25][CH:26]=3)[O:37][CH3:38])=[CH:13][CH:14]=2)=[CH:4][C:3]=1[O:15][CH3:16]. The yield is 0.120. (2) The reactants are FC(F)(F)C(O)=O.[F:8][C:9]1[CH:10]=[C:11]([CH2:16][C@H:17]([NH:35]C(=O)OCC2C=CC=CC=2)[C@H:18]([OH:34])[CH2:19][NH:20][CH2:21][C:22]2[CH:27]=[C:26]([CH3:28])[CH:25]=[CH:24][C:23]=2[CH2:29][CH2:30][CH2:31][CH:32]=[CH2:33])[CH:12]=[C:13]([F:15])[CH:14]=1.O.[OH-].[Ba+2].[OH-]. The catalyst is COCCOC.O. The product is [NH2:35][C@@H:17]([CH2:16][C:11]1[CH:12]=[C:13]([F:15])[CH:14]=[C:9]([F:8])[CH:10]=1)[C@H:18]([OH:34])[CH2:19][NH:20][CH2:21][C:22]1[CH:27]=[C:26]([CH3:28])[CH:25]=[CH:24][C:23]=1[CH2:29][CH2:30][CH2:31][CH:32]=[CH2:33]. The yield is 0.350. (3) The reactants are [Cl:1][C:2]1[N:7]=[N:6][C:5]([NH:8][C:9]([NH:11][CH3:12])=[O:10])=[CH:4][C:3]=1[C:13]([F:16])([CH3:15])[CH3:14].[CH:17]([CH:19]=[O:20])=[O:18].[CH3:21][C:22]1C=CC(S(O)(=O)=O)=CC=1. The catalyst is C(O)C.C(Cl)Cl. The product is [Cl:1][C:2]1[N:7]=[N:6][C:5]([N:8]2[CH:17]([OH:18])[CH:19]([O:20][CH2:21][CH3:22])[N:11]([CH3:12])[C:9]2=[O:10])=[CH:4][C:3]=1[C:13]([F:16])([CH3:14])[CH3:15]. The yield is 0.370. (4) The reactants are Br[C:2]1[C:11]2[C:6](=[CH:7][CH:8]=[CH:9][CH:10]=2)[C:5](=[O:12])[O:4][C:3]=1[CH2:13][OH:14].[C:15]1(B(O)O)[CH:20]=[CH:19][CH:18]=[CH:17][CH:16]=1.C([O-])([O-])=O.[Cs+].[Cs+]. The catalyst is C1C=CC([P]([Pd]([P](C2C=CC=CC=2)(C2C=CC=CC=2)C2C=CC=CC=2)([P](C2C=CC=CC=2)(C2C=CC=CC=2)C2C=CC=CC=2)[P](C2C=CC=CC=2)(C2C=CC=CC=2)C2C=CC=CC=2)(C2C=CC=CC=2)C2C=CC=CC=2)=CC=1. The product is [OH:14][CH2:13][C:3]1[O:4][C:5](=[O:12])[C:6]2[C:11]([C:2]=1[C:15]1[CH:20]=[CH:19][CH:18]=[CH:17][CH:16]=1)=[CH:10][CH:9]=[CH:8][CH:7]=2. The yield is 0.360.